Dataset: Full USPTO retrosynthesis dataset with 1.9M reactions from patents (1976-2016). Task: Predict the reactants needed to synthesize the given product. (1) Given the product [Br:26][C:20]1[CH:21]=[CH:22][C:23]([Br:25])=[CH:24][C:19]=1[S:16]([NH:15][C@H:13]1[CH2:12][N:11]([C:27]([O:29][C:30]([CH3:32])([CH3:31])[CH3:33])=[O:28])[C@@H:10]([CH2:9][O:8][C:6]([N:1]([CH2:5][CH3:4])[CH2:2][CH3:34])=[O:7])[CH2:14]1)(=[O:18])=[O:17], predict the reactants needed to synthesize it. The reactants are: [N:1]1([C:6]([O:8][CH2:9][C@H:10]2[CH2:14][C@@H:13]([NH:15][S:16]([C:19]3[CH:24]=[C:23]([Br:25])[CH:22]=[CH:21][C:20]=3[Br:26])(=[O:18])=[O:17])[CH2:12][N:11]2[C:27]([O:29][C:30]([CH3:33])([CH3:32])[CH3:31])=[O:28])=[O:7])[CH:5]=[CH:4]N=[CH:2]1.[CH2:34](NCC)C. (2) Given the product [ClH:1].[CH3:2][O:3][C:4]1[CH:5]=[C:6]2[C:11](=[CH:12][CH:13]=1)[CH:10]=[N:9][CH:8]=[C:7]2[CH2:14][OH:15], predict the reactants needed to synthesize it. The reactants are: [ClH:1].[CH3:2][O:3][C:4]1[CH:5]=[C:6]2[C:11](=[CH:12][CH:13]=1)[CH:10]=[N:9][CH:8]=[C:7]2[C:14](OC)=[O:15].[H-].[Al+3].[Li+].[H-].[H-].[H-].Cl. (3) Given the product [Cl:7][C:8]1[N:13]=[CH:12][C:11]([O:14][C:16]2[C:21]([C:22]3[CH:27]=[CH:26][N:25]=[C:24]([S:28][CH3:29])[N:23]=3)=[CH:20][CH:19]=[CH:18][N:17]=2)=[CH:10][CH:9]=1, predict the reactants needed to synthesize it. The reactants are: C(=O)([O-])[O-].[Cs+].[Cs+].[Cl:7][C:8]1[N:13]=[CH:12][C:11]([OH:14])=[CH:10][CH:9]=1.Cl[C:16]1[C:21]([C:22]2[CH:27]=[CH:26][N:25]=[C:24]([S:28][CH3:29])[N:23]=2)=[CH:20][CH:19]=[CH:18][N:17]=1. (4) Given the product [CH3:1][C:2]1[N:7]=[C:6]2[S:8][C:9]3[CH2:14][CH2:13][CH2:12][CH2:11][C:10]=3[C:5]2=[C:4]([S:15][C:16]2[CH:17]=[CH:18][CH:19]=[CH:20][CH:21]=2)[C:3]=1[CH:22]([O:27][C:28]([CH3:31])([CH3:30])[CH3:29])[C:23]([OH:25])=[O:24], predict the reactants needed to synthesize it. The reactants are: [CH3:1][C:2]1[N:7]=[C:6]2[S:8][C:9]3[CH2:14][CH2:13][CH2:12][CH2:11][C:10]=3[C:5]2=[C:4]([S:15][C:16]2[CH:21]=[CH:20][CH:19]=[CH:18][CH:17]=2)[C:3]=1[CH:22]([O:27][C:28]([CH3:31])([CH3:30])[CH3:29])[C:23]([O:25]C)=[O:24].[OH-].[Na+]. (5) Given the product [C:1]([C:5]1[C:13]2[C:8](=[CH:9][CH:10]=[C:11]([NH2:14])[CH:12]=2)[NH:7][CH:6]=1)([CH3:4])([CH3:2])[CH3:3], predict the reactants needed to synthesize it. The reactants are: [C:1]([C:5]1[C:13]2[C:8](=[CH:9][CH:10]=[C:11]([N+:14]([O-])=O)[CH:12]=2)[NH:7][CH:6]=1)([CH3:4])([CH3:3])[CH3:2]. (6) Given the product [O:27]1[C:35]2[C:30](=[N:31][CH:32]=[CH:33][CH:34]=2)[N:29]=[C:28]1[NH:36][C:37]1[O:11][C@:3]2([CH2:2][N:1]=1)[CH:8]1[CH2:7][CH2:6][N:5]([CH2:10][CH2:9]1)[CH2:4]2, predict the reactants needed to synthesize it. The reactants are: [NH2:1][CH2:2][C@@:3]1([OH:11])[CH:8]2[CH2:9][CH2:10][N:5]([CH2:6][CH2:7]2)[CH2:4]1.CCN(C(C)C)C(C)C.C([O-])([O-])=O.[Cs+].[Cs+].[O:27]1[C:35]2[C:30](=[N:31][CH:32]=[CH:33][CH:34]=2)[N:29]=[C:28]1[N:36]=[C:37](SC)SC. (7) Given the product [OH-:9].[NH4+:3].[NH2:26][C:17]1[C:16]2[N:15]=[C:14]([CH2:27][CH2:28][CH3:29])[N:13]([CH2:12][CH2:11][CH2:10][O:9][NH:8][C:33]([CH:30]3[CH2:32][CH2:31]3)=[O:34])[C:25]=2[C:24]2[CH:23]=[CH:22][CH:21]=[CH:20][C:19]=2[N:18]=1, predict the reactants needed to synthesize it. The reactants are: C([N:3](CC)CC)C.[NH2:8][O:9][CH2:10][CH2:11][CH2:12][N:13]1[C:25]2[C:24]3[CH:23]=[CH:22][CH:21]=[CH:20][C:19]=3[N:18]=[C:17]([NH2:26])[C:16]=2[N:15]=[C:14]1[CH2:27][CH2:28][CH3:29].[CH:30]1([C:33](Cl)=[O:34])[CH2:32][CH2:31]1. (8) Given the product [CH:1]1([C:4]2[NH:8][C:7]3[CH:16]=[C:17]([C:35]4[C:36]([CH3:41])=[N:37][O:38][C:39]=4[CH3:40])[CH:18]=[C:19]([C@:20]([F:55])([C:28]4[CH:33]=[CH:32][CH:31]=[CH:30][N:29]=4)[C@H:21]4[CH2:27][CH2:26][C:23]5([CH2:25][CH2:24]5)[O:22]4)[C:6]=3[N:5]=2)[CH2:3][CH2:2]1, predict the reactants needed to synthesize it. The reactants are: [CH:1]1([C:4]2[N:8](C(OC(C)(C)C)=O)[C:7]3[CH:16]=[C:17]([C:35]4[C:36]([CH3:41])=[N:37][O:38][C:39]=4[CH3:40])[CH:18]=[C:19]([C@:20](O)([C:28]4[CH:33]=[CH:32][CH:31]=[CH:30][N:29]=4)[C@H:21]4[CH2:27][CH2:26][C:23]5([CH2:25][CH2:24]5)[O:22]4)[C:6]=3[N:5]=2)[CH2:3][CH2:2]1.CCN(CC)CC.CCN(S(F)(F)[F:55])CC.CCOC(C)=O. (9) Given the product [Br:1][C:2]1[C:3]2[C:4](=[N:9][Se:14][N:10]=2)[C:5]([Br:8])=[CH:6][CH:7]=1, predict the reactants needed to synthesize it. The reactants are: [Br:1][C:2]1[C:3]([NH2:10])=[C:4]([NH2:9])[C:5]([Br:8])=[CH:6][CH:7]=1.C(O)C.[Se:14](=O)=O. (10) Given the product [F:105][C:99]1[C:100]([F:104])=[CH:101][CH:102]=[CH:103][C:98]=1[CH2:97][S:96][C:82]1[N:81]=[C:80]([NH:8][S:5]([N:1]2[CH2:4][CH2:3][CH2:2]2)(=[O:7])=[O:6])[CH:85]=[C:84]([O:86][C@@H:87]([C@H:89]2[CH2:93][O:92][C:91]([CH3:94])([CH3:95])[O:90]2)[CH3:88])[N:83]=1, predict the reactants needed to synthesize it. The reactants are: [N:1]1([S:5]([NH2:8])(=[O:7])=[O:6])[CH2:4][CH2:3][CH2:2]1.C1(P(C2CCCCC2)C2C=CC=CC=2C2C(C(C)C)=CC(C(C)C)=CC=2C(C)C)CCCCC1.C(=O)([O-])[O-].[Cs+].[Cs+].ClC1C=C(OC2COC(C3C=CC=CC=3)OC2)N=C(SCC2C=CC=C(F)C=2F)N=1.Cl[C:80]1[CH:85]=[C:84]([O:86][C@@H:87]([C@H:89]2[CH2:93][O:92][C:91]([CH3:95])([CH3:94])[O:90]2)[CH3:88])[N:83]=[C:82]([S:96][CH2:97][C:98]2[CH:103]=[CH:102][CH:101]=[C:100]([F:104])[C:99]=2[F:105])[N:81]=1.[Cl-].[NH4+].